From a dataset of Reaction yield outcomes from USPTO patents with 853,638 reactions. Predict the reaction yield, written as a fraction of the theoretical maximum amount of product (1.0 means a 100% yield; for example, 0.34 means a 34% yield). The reactants are C[O:2][C:3](=[O:29])[C:4]1[CH:9]=[CH:8][C:7]([CH2:10][C:11]2[C:20](=[O:21])[C:19]3[C:14](=[CH:15][C:16]([Cl:22])=[CH:17][CH:18]=3)[N:13]([C:23]3[CH:28]=[CH:27][CH:26]=[CH:25][N:24]=3)[CH:12]=2)=[CH:6][CH:5]=1.O.[OH-].[Li+]. The catalyst is O1CCCC1.O. The product is [Cl:22][C:16]1[CH:15]=[C:14]2[C:19]([C:20](=[O:21])[C:11]([CH2:10][C:7]3[CH:6]=[CH:5][C:4]([C:3]([OH:29])=[O:2])=[CH:9][CH:8]=3)=[CH:12][N:13]2[C:23]2[CH:28]=[CH:27][CH:26]=[CH:25][N:24]=2)=[CH:18][CH:17]=1. The yield is 0.666.